From a dataset of Catalyst prediction with 721,799 reactions and 888 catalyst types from USPTO. Predict which catalyst facilitates the given reaction. (1) Reactant: [CH2:1]([C:5]1[CH:10]=[CH:9][C:8]([C:11]#[C:12][C:13]2[CH:33]=[CH:32][C:16]([CH2:17][N:18]([CH2:30][CH3:31])[C:19]3[CH:20]=[CH:21][C:22]([F:29])=[C:23]([CH:28]=3)[C:24]([O:26]C)=[O:25])=[CH:15][CH:14]=2)=[CH:7][CH:6]=1)[CH2:2][CH2:3][CH3:4]. Product: [CH2:1]([C:5]1[CH:6]=[CH:7][C:8]([C:11]#[C:12][C:13]2[CH:33]=[CH:32][C:16]([CH2:17][N:18]([CH2:30][CH3:31])[C:19]3[CH:20]=[CH:21][C:22]([F:29])=[C:23]([CH:28]=3)[C:24]([OH:26])=[O:25])=[CH:15][CH:14]=2)=[CH:9][CH:10]=1)[CH2:2][CH2:3][CH3:4]. The catalyst class is: 14. (2) Reactant: [OH:1][C:2]1[C:6]([CH3:8])([CH3:7])[O:5][C:4](=[O:9])[C:3]=1[C:10]1[CH:15]=[CH:14][C:13]([O:16][CH2:17][C:18]2[CH:27]=[CH:26][C:25]3[C:20](=[CH:21][CH:22]=[CH:23][CH:24]=3)[N:19]=2)=[CH:12][CH:11]=1.[S:28](O[S:28]([C:31]([F:34])([F:33])[F:32])(=[O:30])=[O:29])([C:31]([F:34])([F:33])[F:32])(=[O:30])=[O:29]. Product: [F:32][C:31]([F:34])([F:33])[S:28]([O:1][C:2]1[C:6]([CH3:8])([CH3:7])[O:5][C:4](=[O:9])[C:3]=1[C:10]1[CH:11]=[CH:12][C:13]([O:16][CH2:17][C:18]2[CH:27]=[CH:26][C:25]3[C:20](=[CH:21][CH:22]=[CH:23][CH:24]=3)[N:19]=2)=[CH:14][CH:15]=1)(=[O:30])=[O:29]. The catalyst class is: 34. (3) Reactant: C(NC(C)C)(C)C.C([Li])CCC.[Br:13][C:14]1[CH:26]=[CH:25][C:17]([C:18]([NH:20][C:21]([CH3:24])([CH3:23])[CH3:22])=[O:19])=[CH:16][C:15]=1[F:27].[CH2:28]1[O:30][CH2:29]1. Product: [Br:13][C:14]1[CH:26]=[CH:25][C:17]([C:18]([NH:20][C:21]([CH3:23])([CH3:24])[CH3:22])=[O:19])=[C:16]([CH2:28][CH2:29][OH:30])[C:15]=1[F:27]. The catalyst class is: 1. (4) The catalyst class is: 1. Reactant: [Cl:1][C:2]1[CH:11]=[CH:10][C:9]([CH2:12][NH:13][C:14]([CH:16]2[CH2:18][CH2:17]2)=[O:15])=[CH:8][C:3]=1[C:4]([O:6]C)=[O:5].CO.[OH-].[Na+]. Product: [Cl:1][C:2]1[CH:11]=[CH:10][C:9]([CH2:12][NH:13][C:14]([CH:16]2[CH2:18][CH2:17]2)=[O:15])=[CH:8][C:3]=1[C:4]([OH:6])=[O:5]. (5) Reactant: [Cl:1][C:2]1[N:3]=[C:4](Cl)[C:5]2[N:11]=[C:10]([C:12]3[CH:17]=[CH:16][C:15]([F:18])=[CH:14][CH:13]=3)[CH:9]=[CH:8][C:6]=2[N:7]=1.[C:20]([N:27]1[CH2:32][CH2:31][NH:30][CH2:29][CH2:28]1)([O:22][C:23]([CH3:26])([CH3:25])[CH3:24])=[O:21]. Product: [Cl:1][C:2]1[N:3]=[C:4]([N:30]2[CH2:29][CH2:28][N:27]([C:20]([O:22][C:23]([CH3:26])([CH3:25])[CH3:24])=[O:21])[CH2:32][CH2:31]2)[C:5]2[N:11]=[C:10]([C:12]3[CH:17]=[CH:16][C:15]([F:18])=[CH:14][CH:13]=3)[CH:9]=[CH:8][C:6]=2[N:7]=1. The catalyst class is: 12. (6) Reactant: Cl.[CH3:2][O:3][C:4](=[O:16])[C@H:5]([NH2:15])[CH2:6][NH:7][C:8]([O:10][C:11]([CH3:14])([CH3:13])[CH3:12])=[O:9].C(N(CC)CC)C.[CH3:24][N:25]1[C:30](=[O:31])[CH:29]=[CH:28][C:27]([N:32]2[CH2:37][CH2:36][CH:35]([CH:38]=O)[CH2:34][CH2:33]2)=[N:26]1.C(O[BH-](OC(=O)C)OC(=O)C)(=O)C.[Na+]. Product: [CH3:2][O:3][C:4](=[O:16])[C@H:5]([NH:15][CH2:38][CH:35]1[CH2:36][CH2:37][N:32]([C:27]2[CH:28]=[CH:29][C:30](=[O:31])[N:25]([CH3:24])[N:26]=2)[CH2:33][CH2:34]1)[CH2:6][NH:7][C:8]([O:10][C:11]([CH3:13])([CH3:12])[CH3:14])=[O:9]. The catalyst class is: 46.